Dataset: Forward reaction prediction with 1.9M reactions from USPTO patents (1976-2016). Task: Predict the product of the given reaction. The product is: [CH2:19]([O:21][C:22]1[CH:23]=[C:24](/[CH:25]=[C:3](\[CH2:2][CH3:1])/[C:4]([O:6][CH2:7][CH3:8])=[O:5])[CH:27]=[CH:28][C:29]=1[OH:30])[CH3:20]. Given the reactants [CH3:1][CH2:2][CH:3](P(OCC)(OCC)=O)[C:4]([O:6][CH2:7][CH3:8])=[O:5].[H-].[Na+].[CH2:19]([O:21][C:22]1[CH:23]=[C:24]([CH:27]=[CH:28][C:29]=1[OH:30])[CH:25]=O)[CH3:20].[Cl-].[NH4+].Cl, predict the reaction product.